From a dataset of Forward reaction prediction with 1.9M reactions from USPTO patents (1976-2016). Predict the product of the given reaction. Given the reactants [O:1]1[C:5]2=[CH:6][CH:7]=[CH:8][C:9]([C:10]([OH:12])=[O:11])=[C:4]2[CH:3]=[CH:2]1, predict the reaction product. The product is: [O:1]1[C:5]2=[CH:6][CH:7]=[CH:8][C:9]([C:10]([OH:12])=[O:11])=[C:4]2[CH2:3][CH2:2]1.